This data is from Reaction yield outcomes from USPTO patents with 853,638 reactions. The task is: Predict the reaction yield, written as a fraction of the theoretical maximum amount of product (1.0 means a 100% yield; for example, 0.34 means a 34% yield). (1) The reactants are [Br:1][C:2]1[CH:3]=[CH:4][C:5]2[O:10][CH2:9][CH2:8][NH:7][C:6]=2[CH:11]=1.I[C:13]1[CH:14]=[N:15][C:16]([O:21][CH3:22])=[C:17]([CH:20]=1)[C:18]#[N:19].CC([O-])(C)C.[Na+]. The catalyst is C1(C)C=CC=CC=1.CC(C)([P](C(C)(C)C)([Pd][P](C(C)(C)C)(C(C)(C)C)C(C)(C)C)C(C)(C)C)C. The product is [Br:1][C:2]1[CH:3]=[CH:4][C:5]2[O:10][CH2:9][CH2:8][N:7]([C:13]3[CH:14]=[N:15][C:16]([O:21][CH3:22])=[C:17]([CH:20]=3)[C:18]#[N:19])[C:6]=2[CH:11]=1. The yield is 0.520. (2) The yield is 0.159. The product is [OH:41][C:34]1[C:35]([O:39][CH3:40])=[CH:36][CH:37]=[CH:38][C:33]=1[C:30]1[CH:29]=[CH:28][C:27]([N:24]2[CH:25]=[CH:26][C:22]([NH:21][C:1]([NH:19][C:15]3[CH:14]=[N:13][CH:18]=[CH:17][CH:16]=3)=[O:2])=[C:23]2[C:42]([O:44][CH2:45][CH3:46])=[O:43])=[CH:32][CH:31]=1. The reactants are [C:1](C1NC=CN=1)(C1NC=CN=1)=[O:2].[N:13]1[CH:18]=[CH:17][CH:16]=[C:15]([NH2:19])[CH:14]=1.Cl.[NH2:21][C:22]1[CH:26]=[CH:25][N:24]([C:27]2[CH:32]=[CH:31][C:30]([C:33]3[CH:38]=[CH:37][CH:36]=[C:35]([O:39][CH3:40])[C:34]=3[OH:41])=[CH:29][CH:28]=2)[C:23]=1[C:42]([O:44][CH2:45][CH3:46])=[O:43]. The catalyst is C(Cl)Cl.CN(C=O)C. (3) The reactants are [CH3:1][O:2][C:3]1[C:4]([CH3:10])=[C:5]([CH:7]=[CH:8][CH:9]=1)[NH2:6].C[O:12][C:13]1C=CC=C(N)[CH:14]=1. No catalyst specified. The product is [NH2:6][C:5]1[C:4]([CH3:10])=[C:3]([O:2][CH3:1])[CH:9]=[CH:8][C:7]=1[C:13](=[O:12])[CH3:14]. The yield is 0.230. (4) The reactants are [Cl:1][C:2]1[C:3]([F:31])=[C:4]([CH:8]2[C:12]([C:15]3[CH:20]=[CH:19][C:18]([Cl:21])=[CH:17][C:16]=3[F:22])([C:13]#[N:14])[CH:11]([CH2:23][C:24]([CH3:27])([CH3:26])[CH3:25])[NH:10][CH:9]2[C:28]([OH:30])=O)[CH:5]=[CH:6][CH:7]=1.[NH2:32][C:33]1[CH:37]=[CH:36][N:35]([CH2:38][C:39]([CH3:42])([OH:41])[CH3:40])[N:34]=1.CN(C(ON1N=NC2C=CC=NC1=2)=[N+](C)C)C.F[P-](F)(F)(F)(F)F.CCN(C(C)C)C(C)C. The catalyst is C(Cl)Cl. The product is [OH:41][C:39]([CH3:42])([CH3:40])[CH2:38][N:35]1[CH:36]=[CH:37][C:33]([NH:32][C:28]([CH:9]2[CH:8]([C:4]3[CH:5]=[CH:6][CH:7]=[C:2]([Cl:1])[C:3]=3[F:31])[C:12]([C:15]3[CH:20]=[CH:19][C:18]([Cl:21])=[CH:17][C:16]=3[F:22])([C:13]#[N:14])[CH:11]([CH2:23][C:24]([CH3:26])([CH3:27])[CH3:25])[NH:10]2)=[O:30])=[N:34]1. The yield is 0.208. (5) The reactants are [Cl:1][C:2]1[CH:7]=[CH:6][C:5]([NH:8][C:9](=[O:13])[O:10][CH2:11][CH3:12])=[CH:4][CH:3]=1.[H-].[Na+].Cl[C:17]1[C:22]([N+:23]([O-:25])=[O:24])=[CH:21][C:20]([N+:26]([O-:28])=[O:27])=[CH:19][C:18]=1[C:29]([F:32])([F:31])[F:30].Cl. The catalyst is O1CCCC1. The product is [Cl:1][C:2]1[CH:3]=[CH:4][C:5]([N:8]([C:17]2[C:18]([C:29]([F:31])([F:32])[F:30])=[CH:19][C:20]([N+:26]([O-:28])=[O:27])=[CH:21][C:22]=2[N+:23]([O-:25])=[O:24])[C:9](=[O:13])[O:10][CH2:11][CH3:12])=[CH:6][CH:7]=1. The yield is 0.780. (6) The reactants are [NH2:1][C:2]1[S:3][C:4]2[CH:10]=[C:9]([OH:11])[CH:8]=[CH:7][C:5]=2[N:6]=1.O[CH2:13][CH2:14][N:15]1[CH2:20][CH2:19][O:18][CH2:17][CH2:16]1.C1(P(C2C=CC=CC=2)C2C=CC=CC=2)C=CC=CC=1.N(C(OCC)=O)=NC(OCC)=O. The catalyst is C1COCC1. The product is [N:15]1([CH2:14][CH2:13][O:11][C:9]2[CH:8]=[CH:7][C:5]3[N:6]=[C:2]([NH2:1])[S:3][C:4]=3[CH:10]=2)[CH2:20][CH2:19][O:18][CH2:17][CH2:16]1. The yield is 0.960. (7) The reactants are [C:1]([OH:7])([C:3]([F:6])([F:5])[F:4])=[O:2].[NH:8]1[C:12]2[CH:13]=[CH:14][CH:15]=[CH:16][C:11]=2[N:10]=[C:9]1[S:17][C:18]1[O:22][C:21](/[CH:23]=[C:24]2/[C:25](=[O:41])[N:26]([CH2:30][CH2:31][CH2:32][NH:33]C(=O)OC(C)(C)C)[C:27](=[O:29])[S:28]/2)=[CH:20][CH:19]=1. The catalyst is C(Cl)Cl. The product is [F:4][C:3]([F:6])([F:5])[C:1]([OH:7])=[O:2].[NH:8]1[C:12]2[CH:13]=[CH:14][CH:15]=[CH:16][C:11]=2[N:10]=[C:9]1[S:17][C:18]1[O:22][C:21](/[CH:23]=[C:24]2/[C:25](=[O:41])[N:26]([CH2:30][CH2:31][CH2:32][NH2:33])[C:27](=[O:29])[S:28]/2)=[CH:20][CH:19]=1. The yield is 0.990. (8) The reactants are [F:1][C:2]1[C:22]([F:23])=[CH:21][C:5]2[N:6]([CH2:9][C:10]3[CH:20]=[CH:19][C:13]4[N:14]=[C:15]([S:17][CH3:18])[S:16][C:12]=4[CH:11]=3)[CH:7]=[N:8][C:4]=2[CH:3]=1.ClC1C=CC=C(C(OO)=[O:32])C=1. The catalyst is C(Cl)Cl.CCOC(C)=O. The product is [F:1][C:2]1[C:22]([F:23])=[CH:21][C:5]2[N:6]([CH2:9][C:10]3[CH:20]=[CH:19][C:13]4[N:14]=[C:15]([S:17]([CH3:18])=[O:32])[S:16][C:12]=4[CH:11]=3)[CH:7]=[N:8][C:4]=2[CH:3]=1. The yield is 0.880.